This data is from Forward reaction prediction with 1.9M reactions from USPTO patents (1976-2016). The task is: Predict the product of the given reaction. (1) Given the reactants [CH2:1]([O:8][C:9]1[CH:16]=[CH:15][C:12]([C:13]#[N:14])=[C:11]([F:17])[CH:10]=1)[C:2]1[CH:7]=[CH:6][CH:5]=[CH:4][CH:3]=1.Cl.[NH2:19][OH:20].C(=O)([O-])[O-].[Na+].[Na+].C(OCC)(=O)C, predict the reaction product. The product is: [CH2:1]([O:8][C:9]1[CH:16]=[CH:15][C:12]([C:13]([NH:19][OH:20])=[NH:14])=[C:11]([F:17])[CH:10]=1)[C:2]1[CH:3]=[CH:4][CH:5]=[CH:6][CH:7]=1. (2) Given the reactants C([O:5][C:6](=O)/[C:7](=[CH:19]/[C:20]1[CH:25]=[CH:24][C:23]([N:26]2[CH:30]=[C:29]([CH3:31])[N:28]=[CH:27]2)=[C:22]([O:32][CH3:33])[CH:21]=1)/[CH2:8][CH2:9][NH:10][CH2:11][C:12]1[CH:17]=[CH:16][CH:15]=[C:14]([F:18])[CH:13]=1)(C)(C)C.FC(F)(F)C(O)=O, predict the reaction product. The product is: [F:18][C:14]1[CH:13]=[C:12]([CH:17]=[CH:16][CH:15]=1)[CH2:11][N:10]1[CH2:9][CH2:8]/[C:7](=[CH:19]\[C:20]2[CH:25]=[CH:24][C:23]([N:26]3[CH:30]=[C:29]([CH3:31])[N:28]=[CH:27]3)=[C:22]([O:32][CH3:33])[CH:21]=2)/[C:6]1=[O:5]. (3) Given the reactants [C:1]([OH:10])(=O)[C:2]1[C:3](=[CH:5][CH:6]=[CH:7][CH:8]=1)[NH2:4].[NH2:11][C:12]1[CH:17]=[CH:16][CH:15]=[CH:14][C:13]=1O, predict the reaction product. The product is: [NH2:4][C:3]1[CH:5]=[CH:6][CH:7]=[CH:8][C:2]=1[C:1]1[O:10][C:13]2[CH:14]=[CH:15][CH:16]=[CH:17][C:12]=2[N:11]=1. (4) Given the reactants ClC1C=CC(C=C)=CC=1.Br[C:11]1[CH2:15][CH2:14][O:13][N:12]=1.[OH:16][C:17]1[CH:18]=[N:19][CH:20]=[N:21][CH:22]=1, predict the reaction product. The product is: [N:19]1[CH:18]=[C:17]([O:16][C:11]2[CH2:15][CH2:14][O:13][N:12]=2)[CH:22]=[N:21][CH:20]=1. (5) Given the reactants [CH:1]1([O:6][C:7]2[CH:8]=[C:9]([N:15]([CH2:27][C:28]3[CH:29]=[N:30][CH:31]=[CH:32][CH:33]=3)[C:16]3[CH:17]=[CH:18][C:19](O)=[C:20]([CH:25]=3)[C:21]([NH:23][OH:24])=[O:22])[CH:10]=[CH:11][C:12]=2[O:13][CH3:14])[CH2:5][CH2:4][CH2:3][CH2:2]1.C1(P(C2C=CC=CC=2)C2C=CC=CC=2)C=CC=CC=1.C1COCC1.CCOC(/N=N/C(OCC)=O)=O, predict the reaction product. The product is: [CH:1]1([O:6][C:7]2[CH:8]=[C:9]([N:15]([CH2:27][C:28]3[CH:29]=[N:30][CH:31]=[CH:32][CH:33]=3)[C:16]3[CH:17]=[CH:18][C:19]4[O:24][NH:23][C:21](=[O:22])[C:20]=4[CH:25]=3)[CH:10]=[CH:11][C:12]=2[O:13][CH3:14])[CH2:5][CH2:4][CH2:3][CH2:2]1. (6) Given the reactants [F:1][C:2]1[CH:3]=[C:4]([CH:28]=[CH:29][C:30]=1[F:31])[C:5]([N:7]1[CH2:20][C:19]([CH3:22])([CH3:21])[C:18]2[C:17]3[CH:16]=[CH:15][CH:14]=[CH:13][C:12]=3[NH:11][C:10]=2[CH:9]([C:23]([O:25][CH2:26][CH3:27])=[O:24])[CH2:8]1)=[O:6].[CH:32]1N=CN(C(N2C=NC=C2)=O)C=1, predict the reaction product. The product is: [F:1][C:2]1[CH:3]=[C:4]([CH:28]=[CH:29][C:30]=1[F:31])[C:5]([N:7]1[CH2:20][C:19]([CH3:22])([CH3:21])[C:18]2[C:17]3[CH:16]=[CH:15][CH:14]=[CH:13][C:12]=3[NH:11][C:10]=2[C:9]([C:23]([O:25][CH:26]([CH3:32])[CH3:27])=[O:24])=[CH:8]1)=[O:6]. (7) Given the reactants [NH:1]([C:3]1[C:4]([N:14]2[CH2:19][CH2:18][NH:17][CH2:16][CH2:15]2)=[N:5][C:6]2[C:11]([N:12]=1)=[CH:10][C:9]([CH3:13])=[CH:8][CH:7]=2)[NH2:2].ClC1C=C2C(=CC=1)N=C(N1CCNCC1)[N:25]=C2NN, predict the reaction product. The product is: [CH3:13][C:9]1[CH:10]=[C:11]2[C:6]([N:5]=[C:4]([N:14]3[CH2:19][CH2:18][NH:17][CH2:16][CH2:15]3)[C:3]3[N:12]2[N:25]=[N:2][N:1]=3)=[CH:7][CH:8]=1. (8) Given the reactants [F:1][C:2]1[CH:7]=[C:6]([F:8])[CH:5]=[CH:4][C:3]=1[N:9]1[C:18]2[C:13](=[CH:14][CH:15]=[C:16]([C:19]3[C:20]([CH3:25])=[N:21][O:22][C:23]=3[CH3:24])[CH:17]=2)[C:12](=[O:26])[CH:11]=[C:10]1[CH:27]=[O:28].C(O[BH-](OC(=O)C)OC(=O)C)(=O)C.[Na+], predict the reaction product. The product is: [F:1][C:2]1[CH:7]=[C:6]([F:8])[CH:5]=[CH:4][C:3]=1[N:9]1[C:18]2[C:13](=[CH:14][CH:15]=[C:16]([C:19]3[C:20]([CH3:25])=[N:21][O:22][C:23]=3[CH3:24])[CH:17]=2)[C:12](=[O:26])[CH:11]=[C:10]1[CH2:27][OH:28]. (9) Given the reactants [CH3:1][O:2][C:3]1[CH:4]=[C:5]([N:11]2[CH2:16][C:15]3[CH:17]=[N:18][C:19]4[NH:23][C:22]([C:24]5[CH2:25][CH2:26][N:27]([CH3:30])[CH2:28][CH:29]=5)=[CH:21][C:20]=4[C:14]=3[N:13]([CH3:31])[C:12]2=[O:32])[CH:6]=[C:7]([O:9][CH3:10])[CH:8]=1.[H][H], predict the reaction product. The product is: [CH3:1][O:2][C:3]1[CH:4]=[C:5]([N:11]2[CH2:16][C:15]3[CH:17]=[N:18][C:19]4[NH:23][C:22]([CH:24]5[CH2:29][CH2:28][N:27]([CH3:30])[CH2:26][CH2:25]5)=[CH:21][C:20]=4[C:14]=3[N:13]([CH3:31])[C:12]2=[O:32])[CH:6]=[C:7]([O:9][CH3:10])[CH:8]=1.